Dataset: Catalyst prediction with 721,799 reactions and 888 catalyst types from USPTO. Task: Predict which catalyst facilitates the given reaction. (1) Product: [CH2:1]([O:3][C:4](=[O:34])[C:5]([CH2:17][C:18]1[C:23]([Cl:24])=[CH:22][C:21]([O:25][CH2:26][C:27]2[CH:28]=[CH:29][CH:30]=[CH:31][CH:32]=2)=[CH:20][C:19]=1[Cl:33])([CH2:11][CH:12]=[O:13])[C:6]([O:8][CH2:9][CH3:10])=[O:7])[CH3:2]. The catalyst class is: 21. Reactant: [CH2:1]([O:3][C:4](=[O:34])[C:5]([CH2:17][C:18]1[C:23]([Cl:24])=[CH:22][C:21]([O:25][CH2:26][C:27]2[CH:32]=[CH:31][CH:30]=[CH:29][CH:28]=2)=[CH:20][C:19]=1[Cl:33])([CH2:11][CH:12](OC)[O:13]C)[C:6]([O:8][CH2:9][CH3:10])=[O:7])[CH3:2].C(O)=O. (2) The catalyst class is: 1. Reactant: C(NC(C)C)(C)C.C([Li])CCC.[F:13][C:14]1[N:19]=[C:18]([N:20]([CH3:22])[CH3:21])[CH:17]=[CH:16][CH:15]=1.[B:23](OC(C)C)([O:28]C(C)C)[O:24]C(C)C.[Cl-].[NH4+]. Product: [CH3:21][N:20]([CH3:22])[C:18]1[N:19]=[C:14]([F:13])[C:15]([B:23]([OH:28])[OH:24])=[CH:16][CH:17]=1. (3) Reactant: [C:1]1([CH:13]2[CH2:18][CH2:17][N:16](C(OCC3C=CC=CC=3)=O)[CH2:15][CH2:14]2)[N:5]2[C:6]3[CH:12]=[CH:11][NH:10][C:7]=3[N:8]=[CH:9][C:4]2=[N:3][N:2]=1. Product: [NH:16]1[CH2:15][CH2:14][CH:13]([C:1]2[N:5]3[C:6]4[CH:12]=[CH:11][NH:10][C:7]=4[N:8]=[CH:9][C:4]3=[N:3][N:2]=2)[CH2:18][CH2:17]1. The catalyst class is: 19.